From a dataset of Peptide-MHC class I binding affinity with 185,985 pairs from IEDB/IMGT. Regression. Given a peptide amino acid sequence and an MHC pseudo amino acid sequence, predict their binding affinity value. This is MHC class I binding data. (1) The peptide sequence is FMECNLNELV. The MHC is HLA-A68:02 with pseudo-sequence HLA-A68:02. The binding affinity (normalized) is 0.0320. (2) The peptide sequence is MYIFFASFY. The MHC is HLA-A23:01 with pseudo-sequence HLA-A23:01. The binding affinity (normalized) is 0.221. (3) The peptide sequence is RGRGVAIHR. The MHC is HLA-A02:01 with pseudo-sequence HLA-A02:01. The binding affinity (normalized) is 0.0847. (4) The peptide sequence is EVIEQWHSL. The MHC is HLA-B27:05 with pseudo-sequence HLA-B27:05. The binding affinity (normalized) is 0.0847. (5) The peptide sequence is GPRWPRRMP. The MHC is HLA-B08:02 with pseudo-sequence HLA-B08:02. The binding affinity (normalized) is 0.0847. (6) The peptide sequence is MIIIVIAII. The MHC is HLA-A02:01 with pseudo-sequence HLA-A02:01. The binding affinity (normalized) is 0.463. (7) The peptide sequence is TPLALMDLL. The MHC is HLA-A24:02 with pseudo-sequence HLA-A24:02. The binding affinity (normalized) is 0.000477. (8) The peptide sequence is FLKEMGGL. The MHC is HLA-B27:05 with pseudo-sequence HLA-B27:05. The binding affinity (normalized) is 0. (9) The peptide sequence is AIYVFCISLK. The MHC is HLA-A68:01 with pseudo-sequence HLA-A68:01. The binding affinity (normalized) is 0.161.